This data is from Reaction yield outcomes from USPTO patents with 853,638 reactions. The task is: Predict the reaction yield, written as a fraction of the theoretical maximum amount of product (1.0 means a 100% yield; for example, 0.34 means a 34% yield). (1) The reactants are [O:1]1[CH:5]=[CH:4][CH:3]=[C:2]1[C:6](Cl)=[O:7].[Cl:9][C:10]1[CH:11]=[C:12]2[C:17](=[CH:18][CH:19]=1)[N:16]([CH3:20])[C:15](=[O:21])[C:14]([C:22]#[N:23])=[C:13]2[N:24]1[CH2:29][CH2:28][NH:27][CH2:26][CH2:25]1. The catalyst is N1C=CC=CC=1. The product is [Cl:9][C:10]1[CH:11]=[C:12]2[C:17](=[CH:18][CH:19]=1)[N:16]([CH3:20])[C:15](=[O:21])[C:14]([C:22]#[N:23])=[C:13]2[N:24]1[CH2:25][CH2:26][N:27]([C:6]([C:2]2[O:1][CH:5]=[CH:4][CH:3]=2)=[O:7])[CH2:28][CH2:29]1. The yield is 0.680. (2) The reactants are [N:1]1([CH2:7][CH2:8][O:9][C:10]2[CH:15]=[CH:14][C:13]([NH2:16])=[CH:12][CH:11]=2)[CH2:6][CH2:5][CH2:4][CH2:3][CH2:2]1.[CH3:17][C:18]1[CH:26]=[CH:25][CH:24]=[C:23]2[C:19]=1[C:20](=[CH:28]O)[C:21](=[O:27])[NH:22]2. No catalyst specified. The product is [CH3:17][C:18]1[CH:26]=[CH:25][CH:24]=[C:23]2[C:19]=1[C:20](=[CH:28][NH:16][C:13]1[CH:12]=[CH:11][C:10]([O:9][CH2:8][CH2:7][N:1]3[CH2:2][CH2:3][CH2:4][CH2:5][CH2:6]3)=[CH:15][CH:14]=1)[C:21](=[O:27])[NH:22]2. The yield is 0.490. (3) The reactants are Br[CH2:2][C:3]1[S:7][CH:6]=[N:5][CH:4]=1.[CH3:8][C:9]1[N:14]=[C:13]([SH:15])[N:12]=[C:11]([OH:16])[CH:10]=1.C(N(CC)CC)C. The catalyst is C(O)C. The product is [CH3:8][C:9]1[N:14]=[C:13]([S:15][CH2:2][C:3]2[S:7][CH:6]=[N:5][CH:4]=2)[N:12]=[C:11]([OH:16])[CH:10]=1. The yield is 0.0400. (4) The reactants are [Br:1][C:2]1[C:3](F)=[C:4]2[C:10]([NH:11][C:12]([CH:14]3[CH2:18][CH2:17][O:16][CH2:15]3)=[O:13])=[CH:9][NH:8][C:5]2=[N:6][CH:7]=1.[NH:20]1[CH2:25][CH2:24][CH2:23][C@@H:22]([NH:26][C:27](=[O:33])[O:28][C:29]([CH3:32])([CH3:31])[CH3:30])[CH2:21]1. The catalyst is CCCCO. The product is [Br:1][C:2]1[C:3]([N:20]2[CH2:25][CH2:24][CH2:23][C@@H:22]([NH:26][C:27](=[O:33])[O:28][C:29]([CH3:31])([CH3:30])[CH3:32])[CH2:21]2)=[C:4]2[C:10]([NH:11][C:12]([CH:14]3[CH2:18][CH2:17][O:16][CH2:15]3)=[O:13])=[CH:9][NH:8][C:5]2=[N:6][CH:7]=1. The yield is 0.200. (5) The reactants are [CH2:1]([C:3]1[N:7]([C:8]2[N:16]=[C:15]3[C:11]([N:12]=[C:13]([CH:18]=O)[N:14]3[CH3:17])=[C:10]([N:20]3[CH2:25][CH2:24][O:23][CH2:22][CH2:21]3)[N:9]=2)[C:6]2[CH:26]=[CH:27][CH:28]=[CH:29][C:5]=2[N:4]=1)[CH3:2].FC(F)(F)C(O)=O.[CH2:37]1[C:40]2([CH2:45][CH2:44][NH:43][CH2:42][CH2:41]2)[CH2:39][O:38]1.COC(OC)OC.C(O)(=O)C.C(O[BH-](OC(=O)C)OC(=O)C)(=O)C.[Na+]. The catalyst is ClCCCl. The product is [CH2:1]([C:3]1[N:7]([C:8]2[N:16]=[C:15]3[C:11]([N:12]=[C:13]([CH2:18][N:43]4[CH2:44][CH2:45][C:40]5([CH2:37][O:38][CH2:39]5)[CH2:41][CH2:42]4)[N:14]3[CH3:17])=[C:10]([N:20]3[CH2:25][CH2:24][O:23][CH2:22][CH2:21]3)[N:9]=2)[C:6]2[CH:26]=[CH:27][CH:28]=[CH:29][C:5]=2[N:4]=1)[CH3:2]. The yield is 0.700. (6) The reactants are Cl.[CH:2]1([CH2:5][C:6](=[NH:8])[NH2:7])[CH2:4][CH2:3]1.C[O-].[Na+].[C:12]([C:14]1[CH:19]=[CH:18][CH:17]=[CH:16][C:15]=1[C:20]1[CH:25]=[CH:24][C:23]([CH2:26][CH:27]([C:32](=O)[CH2:33][CH2:34][CH2:35][CH3:36])[C:28](OC)=[O:29])=[CH:22][CH:21]=1)#[N:13]. The catalyst is CO. The product is [CH2:33]([C:32]1[N:8]=[C:6]([CH2:5][CH:2]2[CH2:4][CH2:3]2)[NH:7][C:28](=[O:29])[C:27]=1[CH2:26][C:23]1[CH:22]=[CH:21][C:20]([C:15]2[C:14]([C:12]#[N:13])=[CH:19][CH:18]=[CH:17][CH:16]=2)=[CH:25][CH:24]=1)[CH2:34][CH2:35][CH3:36]. The yield is 0.760. (7) The reactants are [F:1][C:2]1[CH:10]=[C:9]2[C:5]([C:6]([C:20]3[CH:21]=[CH:22][C:23]([NH:26][C:27](=[O:33])[O:28][C:29]([CH3:32])([CH3:31])[CH3:30])=[N:24][CH:25]=3)=[CH:7][N:8]2[S:11]([C:14]2[CH:19]=[CH:18][CH:17]=[CH:16][CH:15]=2)(=[O:13])=[O:12])=[CH:4][CH:3]=1.[H-].[Na+].[CH:36]([S:38]([CH3:41])(=[O:40])=[O:39])=[CH2:37]. The catalyst is CN(C=O)C.[NH4+].[Cl-]. The product is [F:1][C:2]1[CH:10]=[C:9]2[C:5]([C:6]([C:20]3[CH:21]=[CH:22][C:23]([N:26]([CH2:37][CH2:36][S:38]([CH3:41])(=[O:40])=[O:39])[C:27](=[O:33])[O:28][C:29]([CH3:30])([CH3:32])[CH3:31])=[N:24][CH:25]=3)=[CH:7][N:8]2[S:11]([C:14]2[CH:15]=[CH:16][CH:17]=[CH:18][CH:19]=2)(=[O:13])=[O:12])=[CH:4][CH:3]=1. The yield is 0.180. (8) The reactants are [C:1]([O:5][C:6](=[O:15])[NH:7][C:8]1[CH:13]=[CH:12][CH:11]=[C:10]([OH:14])[CH:9]=1)([CH3:4])([CH3:3])[CH3:2].[C:16]1([CH:22]([C:41]2[CH:46]=[CH:45][CH:44]=[CH:43][CH:42]=2)[CH2:23][N:24]([CH2:37][CH2:38][CH2:39]O)[CH2:25][C:26]2[CH:31]=[CH:30][CH:29]=[C:28]([C:32]([F:35])([F:34])[F:33])[C:27]=2[Cl:36])[CH:21]=[CH:20][CH:19]=[CH:18][CH:17]=1.C1(P(C2C=CC=CC=2)C2C=CC=CC=2)C=CC=CC=1.CC(OC(/N=N/C(OC(C)C)=O)=O)C. The catalyst is C1(C)C=CC=CC=1. The product is [C:1]([O:5][C:6](=[O:15])[NH:7][C:8]1[CH:13]=[CH:12][CH:11]=[C:10]([O:14][CH2:39][CH2:38][CH2:37][N:24]([CH2:25][C:26]2[CH:31]=[CH:30][CH:29]=[C:28]([C:32]([F:33])([F:34])[F:35])[C:27]=2[Cl:36])[CH2:23][CH:22]([C:41]2[CH:46]=[CH:45][CH:44]=[CH:43][CH:42]=2)[C:16]2[CH:17]=[CH:18][CH:19]=[CH:20][CH:21]=2)[CH:9]=1)([CH3:4])([CH3:2])[CH3:3]. The yield is 0.590. (9) The reactants are [Br:1][C:2]1[CH:7]=[CH:6][C:5]([C:8]2[CH:13]=[CH:12][C:11]([CH2:14][C:15]([OH:17])=O)=[CH:10][CH:9]=2)=[CH:4][CH:3]=1.Cl.[CH3:19][NH:20][O:21][CH3:22].[Cl-].COC1N=C(OC)N=C([N+]2(C)CCOCC2)N=1.CN1CCOCC1. The catalyst is O1CCCC1.CO. The product is [Br:1][C:2]1[CH:7]=[CH:6][C:5]([C:8]2[CH:13]=[CH:12][C:11]([CH2:14][C:15]([N:20]([O:21][CH3:22])[CH3:19])=[O:17])=[CH:10][CH:9]=2)=[CH:4][CH:3]=1. The yield is 1.00.